From a dataset of Forward reaction prediction with 1.9M reactions from USPTO patents (1976-2016). Predict the product of the given reaction. (1) Given the reactants [CH3:1][O:2][C:3]1[CH:31]=[CH:30][C:6]([CH2:7][N:8]2[CH2:13][CH2:12][CH2:11][C:10]([O:19][C:20]3[CH:25]=[C:24]([F:26])[C:23]([F:27])=[C:22]([F:28])[CH:21]=3)(C(OCC)=O)[C:9]2=[O:29])=[CH:5][CH:4]=1.[OH-].[Na+].Cl, predict the reaction product. The product is: [CH3:1][O:2][C:3]1[CH:4]=[CH:5][C:6]([CH2:7][N:8]2[CH2:13][CH2:12][CH2:11][CH:10]([O:19][C:20]3[CH:21]=[C:22]([F:28])[C:23]([F:27])=[C:24]([F:26])[CH:25]=3)[C:9]2=[O:29])=[CH:30][CH:31]=1. (2) Given the reactants [P:1](=[O:5])([OH:4])([OH:3])[OH:2].C(=O)([O-])[O-].[Ca+2:10], predict the reaction product. The product is: [P:1]([O-:5])([O-:4])([O-:3])=[O:2].[Ca+2:10].[P:1]([O-:5])([O-:4])([O-:3])=[O:2].[Ca+2:10].[Ca+2:10]. (3) Given the reactants [CH2:1]([O:8][CH:9]([CH3:14])[CH2:10][CH2:11][CH2:12][OH:13])[C:2]1[CH:7]=[CH:6][CH:5]=[CH:4][CH:3]=1.CC(C)=[O:17].OS(O)(=O)=O.O=[Cr](=O)=O.S([O-])([O-])=O.[Na+].[Na+], predict the reaction product. The product is: [CH2:1]([O:8][CH:9]([CH3:14])[CH2:10][CH2:11][C:12]([OH:17])=[O:13])[C:2]1[CH:7]=[CH:6][CH:5]=[CH:4][CH:3]=1.